From a dataset of Forward reaction prediction with 1.9M reactions from USPTO patents (1976-2016). Predict the product of the given reaction. (1) Given the reactants [CH2:1]([O:3][CH2:4][C:5]1[N:6]([CH2:19][CH2:20][OH:21])[C:7]2[C:12]([CH3:13])=[C:11]([CH3:14])[N:10]3[N:15]=[N:16][N:17]=[C:9]3[C:8]=2[N:18]=1)[CH3:2].OCCNC(=O)OC(C)(C)C.Br[CH2:34][C:35]#[C:36][C:37]1[CH:42]=[CH:41][CH:40]=[CH:39][CH:38]=1.C(Br)C#C, predict the reaction product. The product is: [CH2:1]([O:3][CH2:4][C:5]1[N:6]([CH2:19][CH2:20][O:21][CH2:34][C:35]#[C:36][C:37]2[CH:42]=[CH:41][CH:40]=[CH:39][CH:38]=2)[C:7]2[C:12]([CH3:13])=[C:11]([CH3:14])[N:10]3[N:15]=[N:16][N:17]=[C:9]3[C:8]=2[N:18]=1)[CH3:2]. (2) Given the reactants [C:1]([OH:4])(=[O:3])[CH3:2].Cl.[Cl:6][C:7]1[CH:12]=[CH:11][C:10](CC#N)=[CH:9][C:8]=1[C:16]([F:19])([F:18])[F:17], predict the reaction product. The product is: [Cl:6][C:7]1[CH:12]=[CH:11][C:10]([CH2:2][C:1]([OH:4])=[O:3])=[CH:9][C:8]=1[C:16]([F:17])([F:18])[F:19]. (3) Given the reactants C(O)(C(F)(F)F)=O.[CH2:8]([O:10][P:11]([C:14]1[CH:19]=[CH:18][C:17]([NH:20][C:21]2[N:26]=[C:25]([O:27][C:28]3[C:37]4[C:32](=[CH:33][CH:34]=[CH:35][CH:36]=4)[C:31]([NH:38]C(=O)OC(C)(C)C)=[CH:30][CH:29]=3)[CH:24]=[CH:23][N:22]=2)=[CH:16][C:15]=1[O:46][CH3:47])([CH3:13])=[O:12])[CH3:9], predict the reaction product. The product is: [NH2:38][C:31]1[C:32]2[C:37](=[CH:36][CH:35]=[CH:34][CH:33]=2)[C:28]([O:27][C:25]2[CH:24]=[CH:23][N:22]=[C:21]([NH:20][C:17]3[CH:18]=[CH:19][C:14]([P:11]([CH3:13])(=[O:12])[O:10][CH2:8][CH3:9])=[C:15]([O:46][CH3:47])[CH:16]=3)[N:26]=2)=[CH:29][CH:30]=1. (4) Given the reactants [Cl:1][C:2]1[CH:27]=[CH:26][C:5]2[N:6]([CH2:9][C:10]3[C:18]4[C:13](=[N:14][CH:15]=[CH:16][CH:17]=4)[N:12](C(OC(C)(C)C)=O)[N:11]=3)[N:7]=[N:8][C:4]=2[C:3]=1[O:28][C:29]1[CH:34]=[C:33]([Cl:35])[CH:32]=[C:31]([C:36]#[N:37])[C:30]=1[Cl:38], predict the reaction product. The product is: [Cl:38][C:30]1[C:29]([O:28][C:3]2[C:4]3[N:8]=[N:7][N:6]([CH2:9][C:10]4[C:18]5[C:13](=[N:14][CH:15]=[CH:16][CH:17]=5)[NH:12][N:11]=4)[C:5]=3[CH:26]=[CH:27][C:2]=2[Cl:1])=[CH:34][C:33]([Cl:35])=[CH:32][C:31]=1[C:36]#[N:37]. (5) Given the reactants [Br:1][C:2]1[CH:7]=[CH:6][C:5]([OH:8])=[CH:4][CH:3]=1.[I:9][CH2:10][CH2:11][CH2:12][CH2:13][CH2:14]I, predict the reaction product. The product is: [I:9][CH:10]([O:8][C:5]1[CH:6]=[CH:7][C:2]([Br:1])=[CH:3][CH:4]=1)[CH2:11][CH2:12][CH2:13][CH3:14]. (6) Given the reactants ClC1C=[CH:6][C:5]([C:8]2C(C[CH2:8][C:5]3[CH:6]=CC=C[C:4]=3CC(O)=O)=NC3C(N=2)=C[CH:6]=[C:5]([C:8](N2CC[CH:8]([C:5]4[CH:6]=CC=C[CH:4]=4)CC2)=O)[CH:4]=3)=[CH:4]C=1.[Br:44][C:45]1[CH:46]=[C:47]([CH2:52][C:53]([OH:55])=[O:54])[CH:48]=[C:49]([F:51])[CH:50]=1.C(OC(C(F)(F)F)=O)(C(F)(F)F)=O, predict the reaction product. The product is: [Br:44][C:45]1[CH:46]=[C:47]([CH2:52][C:53]([O:55][C:5]([CH3:8])([CH3:6])[CH3:4])=[O:54])[CH:48]=[C:49]([F:51])[CH:50]=1. (7) Given the reactants [Br:1][C:2]1[CH:7]=[CH:6][C:5]([CH:8]([OH:13])[C:9]([F:12])([F:11])[F:10])=[CH:4][C:3]=1C(F)(F)F.Br[C:19]1C=CC(C(OC)=O)=[CH:21][C:20]=1[O:29]C(C)C, predict the reaction product. The product is: [Br:1][C:2]1[CH:7]=[CH:6][C:5]([C:8]([OH:13])([C:9]([F:10])([F:11])[F:12])[C:9]([F:12])([F:11])[F:10])=[CH:4][C:3]=1[O:29][CH:20]([CH3:21])[CH3:19].